From a dataset of Full USPTO retrosynthesis dataset with 1.9M reactions from patents (1976-2016). Predict the reactants needed to synthesize the given product. (1) Given the product [CH3:4][O:5][CH2:6][CH2:7][N:8]1[CH:12]2[CH2:13][CH2:14][C:9]1([CH:15]([C:17]1[CH:22]=[CH:21][N:20]=[CH:19][CH:18]=1)[NH2:1])[CH2:10][CH2:11]2, predict the reactants needed to synthesize it. The reactants are: [NH3:1].CO.[CH3:4][O:5][CH2:6][CH2:7][N:8]1[CH:12]2[CH2:13][CH2:14][C:9]1([C:15]([C:17]1[CH:22]=[CH:21][N:20]=[CH:19][CH:18]=1)=O)[CH2:10][CH2:11]2.[BH4-].[Na+].[OH-].[Na+]. (2) Given the product [C:1]([O:5][C:6]([NH:8][C@:9]1([C:15]([O:17][CH2:18][CH3:19])=[O:16])[CH2:11][C@H:10]1[CH2:12][CH:13]=[O:14])=[O:7])([CH3:3])([CH3:4])[CH3:2], predict the reactants needed to synthesize it. The reactants are: [C:1]([O:5][C:6]([NH:8][C@:9]1([C:15]([O:17][CH2:18][CH3:19])=[O:16])[CH2:11][C@H:10]1[CH2:12][CH2:13][OH:14])=[O:7])([CH3:4])([CH3:3])[CH3:2].CC(OI1(OC(C)=O)(OC(C)=O)OC(=O)C2C=CC=CC1=2)=O. (3) Given the product [F:1][C:2]1[CH:3]=[C:4]([S:8]([NH:11][C:12]2[CH:17]=[CH:16][CH:15]=[CH:14][C:13]=2[CH:18]2[C:27]([CH3:28])([CH3:29])[CH2:26][C:25]3[C:20](=[CH:21][CH:22]=[C:23]([C:30]([OH:32])=[O:31])[CH:24]=3)[NH:19]2)(=[O:10])=[O:9])[CH:5]=[CH:6][CH:7]=1, predict the reactants needed to synthesize it. The reactants are: [F:1][C:2]1[CH:3]=[C:4]([S:8]([NH:11][C:12]2[CH:17]=[CH:16][CH:15]=[CH:14][C:13]=2[CH:18]2[C:27]([CH3:29])([CH3:28])[CH2:26][C:25]3[C:20](=[CH:21][CH:22]=[C:23]([C:30]([O:32]C)=[O:31])[CH:24]=3)[NH:19]2)(=[O:10])=[O:9])[CH:5]=[CH:6][CH:7]=1.[OH-].[Na+]. (4) Given the product [CH3:2][O:3][C:4](=[O:13])[CH2:5][C:6]1[CH:11]=[CH:10][CH:9]=[C:8]([N:12]2[CH2:24][CH2:25][NH:26][C:27]2=[O:28])[CH:7]=1, predict the reactants needed to synthesize it. The reactants are: Cl.[CH3:2][O:3][C:4](=[O:13])[CH2:5][C:6]1[CH:11]=[CH:10][CH:9]=[C:8]([NH2:12])[CH:7]=1.C(N(C(C)C)CC)(C)C.Cl[CH2:24][CH2:25][N:26]=[C:27]=[O:28].[Cl-].[NH4+]. (5) Given the product [CH3:1][O:2][C:3]1[CH:8]=[CH:7][C:6]([O:9][C:10]([O:12][CH3:13])=[O:11])=[CH:5][C:4]=1[CH2:14][CH2:15][C:16]([O:18][CH2:19][CH3:20])=[O:17], predict the reactants needed to synthesize it. The reactants are: [CH3:1][O:2][C:3]1[CH:8]=[CH:7][C:6]([O:9][C:10]([O:12][CH3:13])=[O:11])=[CH:5][C:4]=1[CH:14]=[CH:15][C:16]([O:18][CH2:19][CH3:20])=[O:17]. (6) Given the product [Cl:1][C:2]1[CH:7]=[C:6]([O:8][CH3:9])[C:5]([CH3:10])=[CH:4][C:3]=1[CH:11]=[O:12], predict the reactants needed to synthesize it. The reactants are: [Cl:1][C:2]1[CH:7]=[C:6]([O:8][CH3:9])[C:5]([CH3:10])=[CH:4][C:3]=1[CH2:11][OH:12]. (7) Given the product [Br:20][C:21]1[CH:26]=[CH:25][C:24]([CH2:27][O:1][C:2]2[CH:3]=[C:4]([CH2:8][CH2:9][C:10]([O:12][CH3:13])=[O:11])[CH:5]=[CH:6][CH:7]=2)=[CH:23][C:22]=1[CH3:29], predict the reactants needed to synthesize it. The reactants are: [OH:1][C:2]1[CH:3]=[C:4]([CH2:8][CH2:9][C:10]([O:12][CH3:13])=[O:11])[CH:5]=[CH:6][CH:7]=1.C(=O)([O-])[O-].[Cs+].[Cs+].[Br:20][C:21]1[CH:26]=[CH:25][C:24]([CH2:27]Cl)=[CH:23][C:22]=1[CH3:29]. (8) Given the product [CH3:5][C:6]([CH3:30])([CH3:29])[CH2:7][C:8]1[N:9]=[C:10]([CH:13]([NH:28][C:1](=[O:4])[CH3:2])[CH2:14][C:15]2[CH:20]=[CH:19][C:18]([C:21]3[CH:26]=[CH:25][C:24]([F:27])=[CH:23][N:22]=3)=[CH:17][CH:16]=2)[NH:11][CH:12]=1, predict the reactants needed to synthesize it. The reactants are: [C:1]([OH:4])(=O)[CH3:2].[CH3:5][C:6]([CH3:30])([CH3:29])[CH2:7][C:8]1[N:9]=[C:10]([CH:13]([NH2:28])[CH2:14][C:15]2[CH:20]=[CH:19][C:18]([C:21]3[CH:26]=[CH:25][C:24]([F:27])=[CH:23][N:22]=3)=[CH:17][CH:16]=2)[NH:11][CH:12]=1.Cl.CN(C)CCCN=C=NCC.ON1C2C=CC=CC=2N=N1.C(=O)(O)[O-].[Na+].